Dataset: KCNQ2 potassium channel screen with 302,405 compounds. Task: Binary Classification. Given a drug SMILES string, predict its activity (active/inactive) in a high-throughput screening assay against a specified biological target. The compound is s1c(NC(=O)c2cc([N+]([O-])=O)c(OCC)cc2)ncc1. The result is 0 (inactive).